The task is: Regression/Classification. Given a drug SMILES string, predict its absorption, distribution, metabolism, or excretion properties. Task type varies by dataset: regression for continuous measurements (e.g., permeability, clearance, half-life) or binary classification for categorical outcomes (e.g., BBB penetration, CYP inhibition). Dataset: cyp2d6_veith.. This data is from CYP2D6 inhibition data for predicting drug metabolism from PubChem BioAssay. (1) The compound is Cc1occc1C(=O)NNC(=O)Cc1ccccc1. The result is 0 (non-inhibitor). (2) The drug is COC(=O)[C@H](C)NC(=O)[C@@H](C)CO. The result is 0 (non-inhibitor). (3) The compound is CCCS(=O)(=O)N1CCCC(C(=O)N2CCN(c3ccccc3)CC2)C1. The result is 0 (non-inhibitor). (4) The molecule is Cc1cc(Cc2c(C)c(C)c(Cc3cc(C)cc(C(C)(C)C)c3O)c(C)c2C)c(O)c(C(C)(C)C)c1. The result is 0 (non-inhibitor). (5) The drug is O=C(COc1ccc(Br)cc1)Nc1ccc([N+](=O)[O-])cn1. The result is 0 (non-inhibitor). (6) The molecule is COC(=O)CN(c1ccc(OC)cc1)S(=O)(=O)c1c(C)noc1C. The result is 0 (non-inhibitor). (7) The drug is COC(=O)[C@@H]1C[C@H]1[C@@H](NS(=O)(=O)c1ccc(-c2ccccc2)cc1)c1ccccc1. The result is 0 (non-inhibitor). (8) The molecule is O=C(Nc1nnc(-c2ccc(Cl)cc2)o1)Nc1ccccc1Cl. The result is 0 (non-inhibitor). (9) The molecule is C=CCn1c(-c2ccc(Cl)cc2)ccc(C#N)c1=O. The result is 0 (non-inhibitor). (10) The compound is O=C(Nc1ccc(Nc2ccc3c(c2)C(=O)c2ccccc2C3=O)c2c1C(=O)c1ccccc1C2=O)c1ccccc1. The result is 0 (non-inhibitor).